From a dataset of NCI-60 drug combinations with 297,098 pairs across 59 cell lines. Regression. Given two drug SMILES strings and cell line genomic features, predict the synergy score measuring deviation from expected non-interaction effect. (1) Drug 1: CC1CCC2CC(C(=CC=CC=CC(CC(C(=O)C(C(C(=CC(C(=O)CC(OC(=O)C3CCCCN3C(=O)C(=O)C1(O2)O)C(C)CC4CCC(C(C4)OC)O)C)C)O)OC)C)C)C)OC. Drug 2: CC(C)(C#N)C1=CC(=CC(=C1)CN2C=NC=N2)C(C)(C)C#N. Cell line: OVCAR-8. Synergy scores: CSS=0.345, Synergy_ZIP=2.15, Synergy_Bliss=4.29, Synergy_Loewe=1.03, Synergy_HSA=1.41. (2) Drug 1: CC1=C(C(CCC1)(C)C)C=CC(=CC=CC(=CC(=O)O)C)C. Drug 2: C(CN)CNCCSP(=O)(O)O. Cell line: M14. Synergy scores: CSS=0.0145, Synergy_ZIP=-2.95, Synergy_Bliss=-3.56, Synergy_Loewe=-4.70, Synergy_HSA=-4.70. (3) Drug 1: C1=CC(=CC=C1CC(C(=O)O)N)N(CCCl)CCCl.Cl. Drug 2: CNC(=O)C1=NC=CC(=C1)OC2=CC=C(C=C2)NC(=O)NC3=CC(=C(C=C3)Cl)C(F)(F)F. Cell line: NCI-H322M. Synergy scores: CSS=0.221, Synergy_ZIP=-4.13, Synergy_Bliss=-3.34, Synergy_Loewe=-20.3, Synergy_HSA=-6.55. (4) Drug 1: COC1=CC(=CC(=C1O)OC)C2C3C(COC3=O)C(C4=CC5=C(C=C24)OCO5)OC6C(C(C7C(O6)COC(O7)C8=CC=CS8)O)O. Drug 2: COCCOC1=C(C=C2C(=C1)C(=NC=N2)NC3=CC=CC(=C3)C#C)OCCOC.Cl. Cell line: HL-60(TB). Synergy scores: CSS=55.9, Synergy_ZIP=0.815, Synergy_Bliss=0.755, Synergy_Loewe=-25.5, Synergy_HSA=1.62. (5) Drug 1: CC(CN1CC(=O)NC(=O)C1)N2CC(=O)NC(=O)C2. Drug 2: CN1C(=O)N2C=NC(=C2N=N1)C(=O)N. Cell line: K-562. Synergy scores: CSS=26.6, Synergy_ZIP=5.23, Synergy_Bliss=8.50, Synergy_Loewe=0.663, Synergy_HSA=4.57. (6) Drug 1: CC(C1=C(C=CC(=C1Cl)F)Cl)OC2=C(N=CC(=C2)C3=CN(N=C3)C4CCNCC4)N. Drug 2: CCC1=CC2CC(C3=C(CN(C2)C1)C4=CC=CC=C4N3)(C5=C(C=C6C(=C5)C78CCN9C7C(C=CC9)(C(C(C8N6C)(C(=O)OC)O)OC(=O)C)CC)OC)C(=O)OC.C(C(C(=O)O)O)(C(=O)O)O. Cell line: NCI-H322M. Synergy scores: CSS=32.4, Synergy_ZIP=-4.85, Synergy_Bliss=-3.96, Synergy_Loewe=-22.6, Synergy_HSA=-5.28.